From a dataset of Peptide-MHC class I binding affinity with 185,985 pairs from IEDB/IMGT. Regression. Given a peptide amino acid sequence and an MHC pseudo amino acid sequence, predict their binding affinity value. This is MHC class I binding data. (1) The peptide sequence is VAPMVGGMM. The MHC is HLA-A24:03 with pseudo-sequence HLA-A24:03. The binding affinity (normalized) is 0.0847. (2) The MHC is HLA-A02:01 with pseudo-sequence HLA-A02:01. The binding affinity (normalized) is 0.886. The peptide sequence is AVLLTYFCFV. (3) The peptide sequence is YMKPGSSPL. The MHC is HLA-A30:01 with pseudo-sequence HLA-A30:01. The binding affinity (normalized) is 0.336. (4) The peptide sequence is THVKINDKC. The MHC is H-2-Db with pseudo-sequence H-2-Db. The binding affinity (normalized) is 0.